Dataset: Forward reaction prediction with 1.9M reactions from USPTO patents (1976-2016). Task: Predict the product of the given reaction. (1) Given the reactants [Cl:1][C:2]1[CH:7]=[CH:6][C:5]([N:8]2[C:12](=[O:13])[C:11](=[O:14])[CH:10](C)[NH:9]2)=[CH:4][CH:3]=1.ClC1C=CC(N2C(=O)C(=O)C(C3C=CC=CC=3)N2)=CC=1.ClC1C=CC(N2C(=O)C(=O)C(C3C=CC(C)=CC=3)N2)=CC=1.ClC1C=CC(N2C(=O)C(=O)C(C3C=CC=C(OC)C=3)N2)=CC=1.ClC1C=CC(N2C(=O)C(=O)C(C3C=CC(OC)=CC=3)N2)=CC=1.ClC1C=CC(N2C(=O)C(=O)C(C3C=CC=C([N+]([O-])=O)C=3)N2)=CC=1.ClC1C=CC(N2C(=O)C(=O)C(OC)N2)=CC=1.ClC1C=CC(N2C(=O)C(=O)C(OCC)N2)=CC=1.ClC1C=CC(N2C(=O)C(=O)C(N(C)C)N2)=CC=1.ClC1C=CC(N2C(=O)C(=O)C(N(CC)CC)N2)=CC=1.ClC1C=CC(N2C(=O)C(=O)C(NC(=O)C)N2)=CC=1.ClC1C=CC(N2C(=O)C(=O)C(C(O)=O)N2)=CC=1.ClC1C=CC(N2C(=O)C(=O)C(C(OC)=O)N2)=CC=1.ClC1C=CC(N2C(=O)C(=O)C(C(OCC)=O)N2)=CC=1, predict the reaction product. The product is: [Cl:1][C:2]1[CH:3]=[CH:4][C:5]([N:8]2[C:12](=[O:13])[C:11](=[O:14])[CH2:10][NH:9]2)=[CH:6][CH:7]=1. (2) Given the reactants [O:1]1[CH2:6][CH2:5][N:4]([CH2:7][CH2:8][O:9][C:10]2[CH:18]=[C:17]3[C:13]([C:14]([C:26]4[CH:31]=[CH:30][C:29]([C:32]([F:35])([F:34])[F:33])=[CH:28][CH:27]=4)=[C:15]([C:20]4[CH:21]=[N:22][CH:23]=C[CH:25]=4)[C:16]3=[O:19])=[CH:12][CH:11]=2)[CH2:3][CH2:2]1.O1CC[N:39](CCOC2C=C3C(C(C4C=CC=CC=4)=C(Br)C3=O)=CC=2)CC1.N1C=C(B(O)O)C=NC=1, predict the reaction product. The product is: [O:1]1[CH2:2][CH2:3][N:4]([CH2:7][CH2:8][O:9][C:10]2[CH:18]=[C:17]3[C:13]([C:14]([C:26]4[CH:27]=[CH:28][C:29]([C:32]([F:33])([F:35])[F:34])=[CH:30][CH:31]=4)=[C:15]([C:20]4[CH:25]=[N:39][CH:23]=[N:22][CH:21]=4)[C:16]3=[O:19])=[CH:12][CH:11]=2)[CH2:5][CH2:6]1.